Predict the product of the given reaction. From a dataset of Forward reaction prediction with 1.9M reactions from USPTO patents (1976-2016). (1) Given the reactants [Cl:1][CH2:2][CH2:3][CH2:4][CH2:5][CH2:6][CH2:7][OH:8].[O:9]1[CH:14]=[CH:13][CH2:12][CH2:11][CH2:10]1.CCOCC.C(=O)(O)[O-].[Na+], predict the reaction product. The product is: [Cl:1][CH2:2][CH2:3][CH2:4][CH2:5][CH2:6][CH2:7][O:8][CH:10]1[CH2:11][CH2:12][CH2:13][CH2:14][O:9]1. (2) Given the reactants [C:1]([C@@H:4]1[CH2:7][C@H:6]([C:8]([OH:10])=[O:9])[C:5]1([CH3:12])[CH3:11])(=[O:3])[CH3:2].[CH3:13][C:14](O)([CH3:16])[CH3:15].C1CCC(N=C=NC2CCCCC2)CC1, predict the reaction product. The product is: [C:1]([C@@H:4]1[CH2:7][C@H:6]([C:8]([O:10][C:14]([CH3:16])([CH3:15])[CH3:13])=[O:9])[C:5]1([CH3:12])[CH3:11])(=[O:3])[CH3:2]. (3) Given the reactants [NH:1]([C:3]1[CH:11]=[CH:10][C:6]([C:7]([OH:9])=[O:8])=[CH:5][CH:4]=1)[NH2:2].[C:12](O[C:12]([O:14][C:15]([CH3:18])([CH3:17])[CH3:16])=[O:13])([O:14][C:15]([CH3:18])([CH3:17])[CH3:16])=[O:13].C(O)(=O)CC(CC(O)=O)(C(O)=O)O.C(O)(C)(C)C, predict the reaction product. The product is: [C:15]([O:14][C:12]([NH:2][NH:1][C:3]1[CH:4]=[CH:5][C:6]([C:7]([OH:9])=[O:8])=[CH:10][CH:11]=1)=[O:13])([CH3:18])([CH3:17])[CH3:16]. (4) Given the reactants [F:1][C:2]1[CH:3]=[CH:4][C:5]2[C:11](=[O:12])[N:10]3[CH2:13][C@H:14]([C:17]([O:19][CH2:20][C:21]([C:23]4[CH:28]=[CH:27][C:26]([F:29])=[CH:25][N:24]=4)=O)=O)[CH2:15][CH2:16][C@H:9]3[CH2:8][CH2:7][C:6]=2[CH:30]=1.C([NH2:34])(=O)C.B(F)(F)F.CCOCC, predict the reaction product. The product is: [F:1][C:2]1[CH:3]=[CH:4][C:5]2[C:11](=[O:12])[N:10]3[CH2:13][C@H:14]([C:17]4[O:19][CH:20]=[C:21]([C:23]5[CH:28]=[CH:27][C:26]([F:29])=[CH:25][N:24]=5)[N:34]=4)[CH2:15][CH2:16][C@H:9]3[CH2:8][CH2:7][C:6]=2[CH:30]=1.